Dataset: Forward reaction prediction with 1.9M reactions from USPTO patents (1976-2016). Task: Predict the product of the given reaction. (1) Given the reactants [CH:1]([C:4]1[CH:9]=[CH:8][C:7]([CH2:10][C:11]([OH:13])=O)=[CH:6][CH:5]=1)([CH3:3])[CH3:2].[CH3:14][O:15][C:16]1[CH:25]=[CH:24][C:23]([C:26]2[CH2:27][CH2:28][N:29]([CH3:32])[CH2:30][CH:31]=2)=[C:22]2[C:17]=1[CH2:18][CH2:19][NH:20][CH2:21]2.CCN(CC)CC.CN(C(ON1N=NC2C=CC=NC1=2)=[N+](C)C)C.F[P-](F)(F)(F)(F)F, predict the reaction product. The product is: [CH:1]([C:4]1[CH:5]=[CH:6][C:7]([CH2:10][C:11]([N:20]2[CH2:19][CH2:18][C:17]3[C:22](=[C:23]([C:26]4[CH2:31][CH2:30][N:29]([CH3:32])[CH2:28][CH:27]=4)[CH:24]=[CH:25][C:16]=3[O:15][CH3:14])[CH2:21]2)=[O:13])=[CH:8][CH:9]=1)([CH3:2])[CH3:3]. (2) The product is: [CH2:1]([O:3][C:4]([C:10]1[CH:11]=[CH:12][C:13]([CH2:14][N:15]([C:30]2[N:31]=[CH:32][C:33]3[C:38]([C:39]=2[CH3:40])=[CH:37][CH:36]=[CH:35][CH:34]=3)[S:16]([C:19]2[CH:29]=[CH:28][C:22]([C:23]([OH:25])=[O:24])=[CH:21][CH:20]=2)(=[O:17])=[O:18])=[CH:41][CH:42]=1)([CH3:9])[C:5]([F:6])([F:7])[F:8])[CH3:2]. Given the reactants [CH2:1]([O:3][C:4]([C:10]1[CH:42]=[CH:41][C:13]([CH2:14][N:15]([C:30]2[N:31]=[CH:32][C:33]3[C:38]([C:39]=2[CH3:40])=[CH:37][CH:36]=[CH:35][CH:34]=3)[S:16]([C:19]2[CH:29]=[CH:28][C:22]([C:23]([O:25]CC)=[O:24])=[CH:21][CH:20]=2)(=[O:18])=[O:17])=[CH:12][CH:11]=1)([CH3:9])[C:5]([F:8])([F:7])[F:6])[CH3:2].[OH-].[Na+].Cl, predict the reaction product.